From a dataset of Forward reaction prediction with 1.9M reactions from USPTO patents (1976-2016). Predict the product of the given reaction. Given the reactants [CH2:1]([N:8]([CH2:21][C:22]1[CH:39]=[CH:38][C:25]([O:26][C:27]2[CH:32]=[CH:31][C:30]([CH2:33][CH2:34][C:35]([OH:37])=O)=[CH:29][CH:28]=2)=[CH:24][CH:23]=1)[C:9]1[CH:14]=[CH:13][CH:12]=[C:11]([NH:15][S:16]([CH3:19])(=[O:18])=[O:17])[C:10]=1[CH3:20])[C:2]1[CH:7]=[CH:6][CH:5]=[CH:4][CH:3]=1.Cl.C([O:43][C:44](=[O:48])[CH2:45][CH2:46][NH2:47])C, predict the reaction product. The product is: [CH2:1]([N:8]([CH2:21][C:22]1[CH:39]=[CH:38][C:25]([O:26][C:27]2[CH:28]=[CH:29][C:30]([CH2:33][CH2:34][C:35]([NH:47][CH2:46][CH2:45][C:44]([OH:48])=[O:43])=[O:37])=[CH:31][CH:32]=2)=[CH:24][CH:23]=1)[C:9]1[CH:14]=[CH:13][CH:12]=[C:11]([NH:15][S:16]([CH3:19])(=[O:18])=[O:17])[C:10]=1[CH3:20])[C:2]1[CH:3]=[CH:4][CH:5]=[CH:6][CH:7]=1.